This data is from Catalyst prediction with 721,799 reactions and 888 catalyst types from USPTO. The task is: Predict which catalyst facilitates the given reaction. (1) The catalyst class is: 16. Product: [CH3:21][O:20][C:19]1[CH:18]=[C:17]2[C:13]([CH:14]=[N:15][NH:16]2)=[CH:12][C:11]=1[NH:10][C:9]1[C:4]2[CH:3]=[C:2]([S:29]([C:23]3[CH:28]=[CH:27][CH:26]=[CH:25][CH:24]=3)(=[O:31])=[O:30])[NH:22][C:5]=2[N:6]=[CH:7][N:8]=1. Reactant: Br[C:2]1[NH:22][C:5]2[N:6]=[CH:7][N:8]=[C:9]([NH:10][C:11]3[CH:12]=[C:13]4[C:17](=[CH:18][C:19]=3[O:20][CH3:21])[NH:16][N:15]=[CH:14]4)[C:4]=2[CH:3]=1.[C:23]1([S:29]([O-:31])=[O:30])[CH:28]=[CH:27][CH:26]=[CH:25][CH:24]=1.[Na+].CN(C)CCN. (2) Reactant: C([O:8][NH:9][C:10](=[O:31])[CH:11]([N:15]1[C:19](=[O:20])[CH:18]([CH2:21][O:22][C:23]2[CH:28]=[CH:27][C:26]([Br:29])=[CH:25][CH:24]=2)[NH:17][C:16]1=[O:30])[CH:12]([CH3:14])[CH3:13])C1C=CC=CC=1. Product: [Br:29][C:26]1[CH:25]=[CH:24][C:23]([O:22][CH2:21][CH:18]2[C:19](=[O:20])[N:15]([CH:11]([CH:12]([CH3:14])[CH3:13])[C:10]([NH:9][OH:8])=[O:31])[C:16](=[O:30])[NH:17]2)=[CH:28][CH:27]=1. The catalyst class is: 19. (3) Reactant: Br[C:2]1[CH:10]=[C:9]2[C:5]([CH:6]=[N:7][NH:8]2)=[C:4]([NH:11][C:12]([C:14]2[CH:19]=[CH:18][CH:17]=[CH:16][N:15]=2)=[O:13])[CH:3]=1.[NH:20]1[C:28]2[C:23](=[CH:24][CH:25]=[C:26](B(O)O)[CH:27]=2)[CH:22]=[CH:21]1.C(=O)([O-])[O-].[Na+].[Na+]. Product: [NH:20]1[C:28]2[C:23](=[CH:24][CH:25]=[C:26]([C:2]3[CH:10]=[C:9]4[C:5]([CH:6]=[N:7][NH:8]4)=[C:4]([NH:11][C:12]([C:14]4[CH:19]=[CH:18][CH:17]=[CH:16][N:15]=4)=[O:13])[CH:3]=3)[CH:27]=2)[CH:22]=[CH:21]1. The catalyst class is: 117. (4) Reactant: [Cl:1][C:2]1[C:9]([OH:10])=[CH:8][CH:7]=[CH:6][C:3]=1[CH:4]=[O:5].[C:11]([O-])([O-])=O.[K+].[K+].CI. Product: [Cl:1][C:2]1[C:9]([O:10][CH3:11])=[CH:8][CH:7]=[CH:6][C:3]=1[CH:4]=[O:5]. The catalyst class is: 3. (5) Reactant: [Cl:1][C:2]1[CH:3]=[C:4]([NH:17][C:18]2[C:27]3[C:22](=[CH:23][CH:24]=[C:25]([C:28]4[O:29][C:30]([CH:33]=O)=[CH:31][CH:32]=4)[CH:26]=3)[N:21]=[CH:20][N:19]=2)[CH:5]=[CH:6][C:7]=1[O:8][CH2:9][C:10]1[CH:15]=[CH:14][CH:13]=[C:12]([F:16])[CH:11]=1.[C:35]1([CH2:41][CH2:42][NH2:43])[CH2:40][CH2:39][CH2:38][CH2:37][CH:36]=1.C(O[BH-](OC(=O)C)OC(=O)C)(=O)C.[Na+].C(=O)([O-])[O-].[Na+].[Na+]. Product: [Cl:1][C:2]1[CH:3]=[C:4]([NH:17][C:18]2[C:27]3[C:22](=[CH:23][CH:24]=[C:25]([C:28]4[O:29][C:30]([CH2:33][NH:43][CH2:42][CH2:41][CH:35]5[CH2:40][CH2:39][CH:38]=[CH:37][CH2:36]5)=[CH:31][CH:32]=4)[CH:26]=3)[N:21]=[CH:20][N:19]=2)[CH:5]=[CH:6][C:7]=1[O:8][CH2:9][C:10]1[CH:15]=[CH:14][CH:13]=[C:12]([F:16])[CH:11]=1. The catalyst class is: 7. (6) Reactant: [C:1]1([CH2:7][C:8]2[CH:9]=[C:10]3[C:15](=[C:16]([N:18]4[CH2:23][CH2:22][NH:21][CH2:20][CH2:19]4)[CH:17]=2)[N:14]=[C:13]([CH2:24][CH2:25][C:26]([O:28][CH3:29])=[O:27])[CH:12]=[CH:11]3)[CH:6]=[CH:5][CH:4]=[CH:3][CH:2]=1.C(=O)(O)[O-].[Na+].CS(O[CH2:40][CH2:41][C:42]1[CH:47]=[CH:46][C:45]([O:48][CH2:49][CH2:50][CH2:51][N:52]2[CH2:58][CH2:57][CH2:56][CH2:55][CH2:54][CH2:53]2)=[CH:44][CH:43]=1)(=O)=O. Product: [N:52]1([CH2:51][CH2:50][CH2:49][O:48][C:45]2[CH:46]=[CH:47][C:42]([CH2:41][CH2:40][N:21]3[CH2:22][CH2:23][N:18]([C:16]4[CH:17]=[C:8]([CH2:7][C:1]5[CH:6]=[CH:5][CH:4]=[CH:3][CH:2]=5)[CH:9]=[C:10]5[C:15]=4[N:14]=[C:13]([CH2:24][CH2:25][C:26]([O:28][CH3:29])=[O:27])[CH:12]=[CH:11]5)[CH2:19][CH2:20]3)=[CH:43][CH:44]=2)[CH2:58][CH2:57][CH2:56][CH2:55][CH2:54][CH2:53]1. The catalyst class is: 10. (7) Reactant: [N+:1]([C:4]1[CH:16]=[CH:15][C:7]([CH2:8][CH2:9][N:10]2[CH2:14][CH2:13][CH2:12][CH2:11]2)=[CH:6][CH:5]=1)([O-])=O. Product: [N:10]1([CH2:9][CH2:8][C:7]2[CH:6]=[CH:5][C:4]([NH2:1])=[CH:16][CH:15]=2)[CH2:14][CH2:13][CH2:12][CH2:11]1. The catalyst class is: 19.